This data is from Full USPTO retrosynthesis dataset with 1.9M reactions from patents (1976-2016). The task is: Predict the reactants needed to synthesize the given product. (1) Given the product [NH2:1][C:2]1[C:11]([NH:12][C:25](=[O:26])[CH2:24][O:23][CH3:22])=[CH:10][CH:9]=[CH:8][C:3]=1[C:4]([O:6][CH3:7])=[O:5], predict the reactants needed to synthesize it. The reactants are: [NH2:1][C:2]1[C:11]([NH2:12])=[CH:10][CH:9]=[CH:8][C:3]=1[C:4]([O:6][CH3:7])=[O:5].C(N(CC)C(C)C)(C)C.[CH3:22][O:23][CH2:24][C:25](Cl)=[O:26].C(=O)(O)[O-].[Na+]. (2) Given the product [OH:2][CH2:1][C:3]1[CH:4]=[C:5]([CH3:22])[CH:6]=[C:7]2[C:12]=1[O:11][CH:10]([C:13]([F:15])([F:16])[F:14])[C:9]([C:17]([O:19][CH2:20][CH3:21])=[O:18])=[CH:8]2, predict the reactants needed to synthesize it. The reactants are: [CH:1]([C:3]1[CH:4]=[C:5]([CH3:22])[CH:6]=[C:7]2[C:12]=1[O:11][CH:10]([C:13]([F:16])([F:15])[F:14])[C:9]([C:17]([O:19][CH2:20][CH3:21])=[O:18])=[CH:8]2)=[O:2].[BH4-].[Na+].